This data is from Full USPTO retrosynthesis dataset with 1.9M reactions from patents (1976-2016). The task is: Predict the reactants needed to synthesize the given product. (1) Given the product [CH:28]12[CH2:12][CH:31]([CH:32]=[CH:33]1)[CH2:30][CH:29]2[C:8]([OH:10])=[O:9].[CH3:6][C:1](=[CH:2][C:28]1[CH:33]=[CH:32][CH:31]=[CH:30][CH:29]=1)[C:8]([OH:10])=[O:9], predict the reactants needed to synthesize it. The reactants are: [C:1]12([C:8]([OH:10])=[O:9])CC(C[CH2:6]1)C=[CH:2]2.Cl.[CH3:12]N(C)CCCN=C=NCC.O.ON1[C:29]2[CH:30]=[CH:31][CH:32]=[CH:33][C:28]=2N=N1.C(N(CC)CC)C. (2) Given the product [S:8]1[CH:9]=[CH:10][C:6]2[CH:5]=[CH:4][CH:3]=[C:2]([C:17]3[C:12]([CH3:11])=[N:13][CH:14]=[N:15][CH:16]=3)[C:7]1=2, predict the reactants needed to synthesize it. The reactants are: Br[C:2]1[C:7]2[S:8][CH:9]=[CH:10][C:6]=2[CH:5]=[CH:4][CH:3]=1.[CH3:11][C:12]1[C:17](B(O)O)=[CH:16][N:15]=[CH:14][N:13]=1.O1CCOCC1.[O-]P([O-])([O-])=O.[K+].[K+].[K+]. (3) Given the product [C:25]([C:23]1[CH:22]=[CH:21][C:20]([O:27][CH3:28])=[C:19]([S:16]([NH:15][CH2:14][CH2:13][C:10]2[CH:11]=[CH:12][C:7]([C:41]3[CH:46]=[C:45]([F:47])[C:44]([F:48])=[C:43]([F:49])[CH:42]=3)=[CH:8][C:9]=2[O:29][CH2:30][O:31][CH3:32])(=[O:18])=[O:17])[CH:24]=1)#[N:26], predict the reactants needed to synthesize it. The reactants are: FC(F)(F)S(O[C:7]1[CH:12]=[CH:11][C:10]([CH2:13][CH2:14][NH:15][S:16]([C:19]2[CH:24]=[C:23]([C:25]#[N:26])[CH:22]=[CH:21][C:20]=2[O:27][CH3:28])(=[O:18])=[O:17])=[C:9]([O:29][CH2:30][O:31][CH3:32])[CH:8]=1)(=O)=O.C([O-])(=O)C.[K+].Br[C:41]1[CH:46]=[C:45]([F:47])[C:44]([F:48])=[C:43]([F:49])[CH:42]=1.[PH2](=O)[O-].[K+]. (4) Given the product [CH3:19][C:14]1[CH:15]=[CH:16][CH:17]=[C:18]2[C:13]=1[CH:12]=[N:11][C:9]([OH:10])=[CH:8]2, predict the reactants needed to synthesize it. The reactants are: S(=O)(=O)(O)O.CO[CH:8](OC)[C:9]([NH:11][CH2:12][C:13]1[CH:18]=[CH:17][CH:16]=[CH:15][C:14]=1[CH3:19])=[O:10].C([O-])(O)=O.[Na+].